This data is from Full USPTO retrosynthesis dataset with 1.9M reactions from patents (1976-2016). The task is: Predict the reactants needed to synthesize the given product. (1) Given the product [CH3:26][NH:27][C:3]([C:5]1[N:6]=[C:7]([C:24]#[N:25])[C:8]2[C:9](=[O:23])[N:10]([CH2:16][C:17]3[CH:22]=[CH:21][CH:20]=[CH:19][CH:18]=3)[CH:11]=[CH:12][C:13]=2[C:14]=1[OH:15])=[O:4], predict the reactants needed to synthesize it. The reactants are: CO[C:3]([C:5]1[N:6]=[C:7]([C:24]#[N:25])[C:8]2[C:9](=[O:23])[N:10]([CH2:16][C:17]3[CH:22]=[CH:21][CH:20]=[CH:19][CH:18]=3)[CH:11]=[CH:12][C:13]=2[C:14]=1[OH:15])=[O:4].[CH3:26][NH2:27]. (2) Given the product [CH:30]([C:29]1[N:26]=[C:25]([N:22]2[CH2:21][CH2:20][CH:19]([CH2:18][O:17][CH:14]3[CH2:15][CH2:16][C:11]([C:8]4[CH:9]=[CH:10][C:5]([S:2]([CH3:1])(=[O:4])=[O:3])=[CH:6][CH:7]=4)=[CH:12][CH2:13]3)[CH2:24][CH2:23]2)[O:27][N:28]=1)([CH3:32])[CH3:31], predict the reactants needed to synthesize it. The reactants are: [CH3:1][S:2]([C:5]1[CH:10]=[CH:9][C:8]([C:11]2[CH2:16][CH2:15][CH:14]([O:17][CH2:18][CH:19]3[CH2:24][CH2:23][N:22]([C:25]#[N:26])[CH2:21][CH2:20]3)[CH2:13][CH:12]=2)=[CH:7][CH:6]=1)(=[O:4])=[O:3].[OH:27][NH:28][C:29](=N)[CH:30]([CH3:32])[CH3:31].O1CCOCC1.Cl. (3) Given the product [NH:1]1[C:9]2[C:4](=[CH:5][CH:6]=[CH:7][CH:8]=2)[C:3]([C:10]([O:12][CH3:13])=[O:11])=[N:2]1, predict the reactants needed to synthesize it. The reactants are: [NH:1]1[C:9]2[C:4](=[CH:5][CH:6]=[CH:7][CH:8]=2)[C:3]([C:10]([OH:12])=[O:11])=[N:2]1.[CH3:13][Si](C=[N+]=[N-])(C)C.CCCCCC. (4) Given the product [C:9]([NH:12][C:13]1[CH:20]=[CH:19][C:16]([CH:17]=[C:3]([C:1]#[N:2])[C:4]([O:6][CH2:7][CH3:8])=[O:5])=[CH:15][CH:14]=1)(=[O:11])[CH3:10], predict the reactants needed to synthesize it. The reactants are: [C:1]([CH2:3][C:4]([O:6][CH2:7][CH3:8])=[O:5])#[N:2].[C:9]([NH:12][C:13]1[CH:20]=[CH:19][C:16]([CH:17]=O)=[CH:15][CH:14]=1)(=[O:11])[CH3:10].N1CCCCC1. (5) Given the product [CH2:1]([CH:8]1[N:12]([CH3:29])[C:11](=[O:13])[N:10]([C:14]2[CH:15]=[N:16][N:17]([CH2:19][C:20]3[C:21]([CH3:26])=[N:22][O:23][C:24]=3[CH3:25])[CH:18]=2)[C:9]1=[O:27])[C:2]1[CH:3]=[CH:4][CH:5]=[CH:6][CH:7]=1, predict the reactants needed to synthesize it. The reactants are: [CH2:1]([CH:8]1[NH:12][C:11](=[O:13])[N:10]([C:14]2[CH:15]=[N:16][N:17]([CH2:19][C:20]3[C:21]([CH3:26])=[N:22][O:23][C:24]=3[CH3:25])[CH:18]=2)[C:9]1=[O:27])[C:2]1[CH:7]=[CH:6][CH:5]=[CH:4][CH:3]=1.I[CH3:29]. (6) The reactants are: C([O:8][N:9]1[C:15](=[O:16])[N:14]2[CH2:17][C@H:10]1[CH2:11][CH2:12][C@H:13]2[C:18]([NH:20][O:21][CH:22]1[CH2:27][CH2:26][N:25]([CH3:28])[CH2:24][CH2:23]1)=[O:19])C1C=CC=CC=1. Given the product [OH:8][N:9]1[C:15](=[O:16])[N:14]2[CH2:17][C@H:10]1[CH2:11][CH2:12][C@H:13]2[C:18]([NH:20][O:21][CH:22]1[CH2:27][CH2:26][N:25]([CH3:28])[CH2:24][CH2:23]1)=[O:19], predict the reactants needed to synthesize it. (7) Given the product [CH2:1]([N:3]1[CH2:8][CH2:7][N:6]([C:9]2[CH:14]=[CH:13][C:12]([NH:15][C:16]3[N:17]=[CH:18][C:19]([CH2:22][CH2:23][C:24]4[CH:25]=[C:26]([CH:30]=[C:31]([O:33][CH3:34])[CH:32]=4)[C:27]([NH:41][O:40][CH2:39][CH2:38][O:37][CH:35]=[CH2:36])=[O:28])=[CH:20][N:21]=3)=[CH:11][CH:10]=2)[CH2:5][CH2:4]1)[CH3:2], predict the reactants needed to synthesize it. The reactants are: [CH2:1]([N:3]1[CH2:8][CH2:7][N:6]([C:9]2[CH:14]=[CH:13][C:12]([NH:15][C:16]3[N:21]=[CH:20][C:19]([CH2:22][CH2:23][C:24]4[CH:25]=[C:26]([CH:30]=[C:31]([O:33][CH3:34])[CH:32]=4)[C:27](O)=[O:28])=[CH:18][N:17]=3)=[CH:11][CH:10]=2)[CH2:5][CH2:4]1)[CH3:2].[CH:35]([O:37][CH2:38][CH2:39][O:40][NH2:41])=[CH2:36].CN(C(ON1N=NC2C=CC=NC1=2)=[N+](C)C)C.F[P-](F)(F)(F)(F)F.CCN(C(C)C)C(C)C. (8) Given the product [C:21]([N:6]1[CH2:5][CH2:4][N:3]([C:8]([O:10][C:11]([CH3:13])([CH3:12])[CH3:14])=[O:9])[C@H:2]([CH3:1])[CH2:7]1)#[N:20], predict the reactants needed to synthesize it. The reactants are: [CH3:1][C@@H:2]1[CH2:7][NH:6][CH2:5][CH2:4][N:3]1[C:8]([O:10][C:11]([CH3:14])([CH3:13])[CH3:12])=[O:9].C(=O)([O-])O.[Na+].[N:20]#[C:21]Br. (9) The reactants are: [OH:1][C:2]1[CH:7]=[CH:6][C:5]([N:8]2[CH2:13][CH2:12][N:11]([C:14](=[O:27])[CH2:15][CH:16]([O:23][C:24](=[O:26])[NH2:25])[C:17]3[CH:22]=[CH:21][CH:20]=[CH:19][CH:18]=3)[CH2:10][CH2:9]2)=[CH:4][CH:3]=1.C(N(CC)CC)C.[C:35](Cl)(=[O:37])[CH3:36]. Given the product [C:24]([O:23][CH:16]([C:17]1[CH:22]=[CH:21][CH:20]=[CH:19][CH:18]=1)[CH2:15][C:14]([N:11]1[CH2:12][CH2:13][N:8]([C:5]2[CH:6]=[CH:7][C:2]([O:1][C:35](=[O:37])[CH3:36])=[CH:3][CH:4]=2)[CH2:9][CH2:10]1)=[O:27])(=[O:26])[NH2:25], predict the reactants needed to synthesize it. (10) Given the product [N:38]1[C:39]2[C:44](=[CH:43][CH:42]=[CH:41][CH:40]=2)[CH:45]=[C:36]([NH:35][C:13]([CH:10]2[CH2:9][CH2:8][N:7]([C:3]3[CH:2]=[C:1]([C:16]4[CH:21]=[CH:20][CH:19]=[CH:18][CH:17]=4)[CH:6]=[CH:5][CH:4]=3)[CH2:12][CH2:11]2)=[O:14])[CH:37]=1, predict the reactants needed to synthesize it. The reactants are: [C:1]1([C:16]2[CH:21]=[CH:20][CH:19]=[CH:18][CH:17]=2)[CH:6]=[CH:5][CH:4]=[C:3]([N:7]2[CH2:12][CH2:11][CH:10]([C:13](O)=[O:14])[CH2:9][CH2:8]2)[CH:2]=1.BrC1C=C(C2C=CC=CC=2)C=CC=1.[NH2:35][C:36]1[CH:37]=[N:38][C:39]2[C:44]([CH:45]=1)=[CH:43][CH:42]=[CH:41][CH:40]=2.